The task is: Predict the reaction yield, written as a fraction of the theoretical maximum amount of product (1.0 means a 100% yield; for example, 0.34 means a 34% yield).. This data is from Reaction yield outcomes from USPTO patents with 853,638 reactions. The product is [Br:15][C:16]1[C:17]([CH3:25])=[CH:18][C:19]([C:22]([N:1]2[CH2:5][CH2:4][CH2:3][CH2:2]2)=[O:23])=[N:20][CH:21]=1. The yield is 0.970. The catalyst is C(Cl)Cl. The reactants are [NH:1]1[CH2:5][CH2:4][CH2:3][CH2:2]1.CCN(C(C)C)C(C)C.[Br:15][C:16]1[C:17]([CH3:25])=[CH:18][C:19]([C:22](Cl)=[O:23])=[N:20][CH:21]=1.